This data is from Forward reaction prediction with 1.9M reactions from USPTO patents (1976-2016). The task is: Predict the product of the given reaction. (1) Given the reactants [N+:1]([C:4]1[CH:5]=[C:6]2[C:10](=[CH:11][CH:12]=1)[N:9]([C:13]1[CH:14]=[CH:15][C:16]([NH2:19])=[N:17][CH:18]=1)[CH:8]=[CH:7]2)([O-])=O, predict the reaction product. The product is: [NH2:19][C:16]1[N:17]=[CH:18][C:13]([N:9]2[C:10]3[C:6](=[CH:5][C:4]([NH2:1])=[CH:12][CH:11]=3)[CH:7]=[CH:8]2)=[CH:14][CH:15]=1. (2) Given the reactants [O:1]1[CH:5]=[CH:4][CH:3]=[C:2]1[P:6](=O)([C:12]1[O:13][CH:14]=[CH:15][CH:16]=1)[C:7]1[O:8][CH:9]=[CH:10][CH:11]=1.II.C(P(CCCC)CCCC)CCC, predict the reaction product. The product is: [O:1]1[CH:5]=[CH:4][CH:3]=[C:2]1[P:6]([C:7]1[O:8][CH:9]=[CH:10][CH:11]=1)[C:12]1[O:13][CH:14]=[CH:15][CH:16]=1. (3) Given the reactants [C:1]([O:5][C:6]([N:8]1[CH2:13][C@@H:12]([C:14](=[O:37])[NH:15][CH2:16][C:17]2([CH2:31][CH2:32][CH2:33][CH2:34][O:35][CH3:36])[C:30]3[CH:29]=CC=[CH:26][C:25]=3[O:24][C:23]3[C:18]2=[CH:19][CH:20]=[CH:21][CH:22]=3)[CH2:11][C@@H:10]([C:38]([OH:40])=O)[CH2:9]1)=[O:7])([CH3:4])([CH3:3])[CH3:2].Cl.[CH2:42]([NH:44][CH2:45][CH:46]1[CH2:51][CH2:50][O:49][CH2:48][CH2:47]1)[CH3:43].[CH2:52](N(CC)CC)[CH3:53], predict the reaction product. The product is: [C:1]([O:5][C:6]([N:8]1[CH2:13][C@@H:12]([C:14](=[O:37])[NH:15][CH2:16][C:17]2([CH2:31][CH2:32][CH2:33][CH2:34][O:35][CH3:36])[C:18]3[CH:19]=[CH:20][CH:21]=[CH:22][C:23]=3[O:24][C:25]3[C:30]2=[CH:29][CH:52]=[CH:53][CH:26]=3)[CH2:11][C@@H:10]([C:38](=[O:40])[N:44]([CH2:42][CH3:43])[CH2:45][CH:46]2[CH2:51][CH2:50][O:49][CH2:48][CH2:47]2)[CH2:9]1)=[O:7])([CH3:2])([CH3:3])[CH3:4]. (4) Given the reactants C[O:2][C:3](=[O:35])[CH2:4][C:5]1[C:13]2[C:8](=[CH:9][CH:10]=[CH:11][CH:12]=2)[NH:7][C:6]=1[C:14]1[CH:19]=[CH:18][C:17]([Cl:20])=[C:16]([S:21](=[O:34])(=[O:33])[NH:22][CH2:23][CH2:24][C:25]2[CH:30]=[CH:29][CH:28]=[CH:27][C:26]=2[O:31][CH3:32])[CH:15]=1.O.[OH-].[Li+], predict the reaction product. The product is: [Cl:20][C:17]1[CH:18]=[CH:19][C:14]([C:6]2[NH:7][C:8]3[C:13]([C:5]=2[CH2:4][C:3]([OH:35])=[O:2])=[CH:12][CH:11]=[CH:10][CH:9]=3)=[CH:15][C:16]=1[S:21](=[O:33])(=[O:34])[NH:22][CH2:23][CH2:24][C:25]1[CH:30]=[CH:29][CH:28]=[CH:27][C:26]=1[O:31][CH3:32]. (5) Given the reactants [CH3:1][C:2]([CH3:19])([CH3:18])[CH2:3][O:4][C:5]1[CH:13]=[CH:12][C:11]([S:14]([CH3:17])(=[O:16])=[O:15])=[CH:10][C:6]=1[C:7]([OH:9])=O.Cl.[CH2:21]([S:25]([C:28]1[S:32][C:31]([N:33]2[CH2:38][CH2:37][NH:36][CH2:35][CH2:34]2)=[N:30][CH:29]=1)(=[O:27])=[O:26])[CH2:22][CH2:23][CH3:24], predict the reaction product. The product is: [CH2:21]([S:25]([C:28]1[S:32][C:31]([N:33]2[CH2:38][CH2:37][N:36]([C:7]([C:6]3[CH:10]=[C:11]([S:14]([CH3:17])(=[O:16])=[O:15])[CH:12]=[CH:13][C:5]=3[O:4][CH2:3][C:2]([CH3:1])([CH3:19])[CH3:18])=[O:9])[CH2:35][CH2:34]2)=[N:30][CH:29]=1)(=[O:27])=[O:26])[CH2:22][CH2:23][CH3:24]. (6) Given the reactants [N+]([C:4]1[CH:11]=[C:10]([C:12]([F:15])([F:14])[F:13])[CH:9]=[CH:8][C:5]=1[C:6]#[N:7])([O-])=O.[N:16]1([CH2:22][CH2:23][OH:24])[CH2:21][CH2:20][O:19][CH2:18][CH2:17]1.[OH-].[K+], predict the reaction product. The product is: [N:16]1([CH2:22][CH2:23][O:24][C:4]2[CH:11]=[C:10]([C:12]([F:15])([F:14])[F:13])[CH:9]=[CH:8][C:5]=2[C:6]#[N:7])[CH2:21][CH2:20][O:19][CH2:18][CH2:17]1. (7) Given the reactants [O:1]=[C:2]1[N:6]([C:7]2[CH:8]=[CH:9][C:10]3[C:16](=O)[CH:15]([C:18]([C:20]4[CH:25]=[CH:24][N:23]=[CH:22][CH:21]=4)=O)[CH2:14][CH2:13][CH2:12][C:11]=3[CH:26]=2)[CH2:5][C@H:4]([CH2:27][NH:28][C:29](=[O:31])[CH3:30])[O:3]1.O.[NH2:33][NH2:34], predict the reaction product. The product is: [O:1]=[C:2]1[N:6]([C:7]2[CH:8]=[CH:9][C:10]3[C:16]4[NH:33][N:34]=[C:18]([C:20]5[CH:25]=[CH:24][N:23]=[CH:22][CH:21]=5)[C:15]=4[CH2:14][CH2:13][CH2:12][C:11]=3[CH:26]=2)[CH2:5][C@H:4]([CH2:27][NH:28][C:29](=[O:31])[CH3:30])[O:3]1.